This data is from NCI-60 drug combinations with 297,098 pairs across 59 cell lines. The task is: Regression. Given two drug SMILES strings and cell line genomic features, predict the synergy score measuring deviation from expected non-interaction effect. (1) Drug 1: C1=CC(=CC=C1CCCC(=O)O)N(CCCl)CCCl. Drug 2: CCC(=C(C1=CC=CC=C1)C2=CC=C(C=C2)OCCN(C)C)C3=CC=CC=C3.C(C(=O)O)C(CC(=O)O)(C(=O)O)O. Cell line: OVCAR-8. Synergy scores: CSS=2.05, Synergy_ZIP=-8.59, Synergy_Bliss=-9.11, Synergy_Loewe=-11.8, Synergy_HSA=-10.1. (2) Drug 1: COC1=C(C=C2C(=C1)N=CN=C2NC3=CC(=C(C=C3)F)Cl)OCCCN4CCOCC4. Drug 2: C1=CC(=CC=C1C#N)C(C2=CC=C(C=C2)C#N)N3C=NC=N3. Cell line: MALME-3M. Synergy scores: CSS=9.42, Synergy_ZIP=0.296, Synergy_Bliss=0.648, Synergy_Loewe=-13.6, Synergy_HSA=-0.203. (3) Drug 1: CC(CN1CC(=O)NC(=O)C1)N2CC(=O)NC(=O)C2. Drug 2: C1=CN(C(=O)N=C1N)C2C(C(C(O2)CO)O)O.Cl. Cell line: HCT-15. Synergy scores: CSS=35.8, Synergy_ZIP=-7.08, Synergy_Bliss=-1.58, Synergy_Loewe=0.400, Synergy_HSA=2.04. (4) Drug 1: CC1=C2C(C(=O)C3(C(CC4C(C3C(C(C2(C)C)(CC1OC(=O)C(C(C5=CC=CC=C5)NC(=O)C6=CC=CC=C6)O)O)OC(=O)C7=CC=CC=C7)(CO4)OC(=O)C)O)C)OC(=O)C. Drug 2: C1=CN(C=N1)CC(O)(P(=O)(O)O)P(=O)(O)O. Cell line: LOX IMVI. Synergy scores: CSS=16.6, Synergy_ZIP=1.15, Synergy_Bliss=8.91, Synergy_Loewe=-27.2, Synergy_HSA=5.70. (5) Drug 1: CC1=CC=C(C=C1)C2=CC(=NN2C3=CC=C(C=C3)S(=O)(=O)N)C(F)(F)F. Drug 2: C1C(C(OC1N2C=NC3=C(N=C(N=C32)Cl)N)CO)O. Cell line: SR. Synergy scores: CSS=53.2, Synergy_ZIP=5.02, Synergy_Bliss=2.32, Synergy_Loewe=-13.9, Synergy_HSA=2.38. (6) Drug 1: CC(CN1CC(=O)NC(=O)C1)N2CC(=O)NC(=O)C2. Drug 2: C1CC(=O)NC(=O)C1N2C(=O)C3=CC=CC=C3C2=O. Cell line: A498. Synergy scores: CSS=20.0, Synergy_ZIP=-6.03, Synergy_Bliss=-1.06, Synergy_Loewe=-4.83, Synergy_HSA=-3.34.